From a dataset of Full USPTO retrosynthesis dataset with 1.9M reactions from patents (1976-2016). Predict the reactants needed to synthesize the given product. (1) Given the product [CH3:1][C:2]1[CH:7]=[C:6]([C:8]2[CH:9]=[C:10]([NH:14][C:29](=[O:30])[C:28]3[CH:32]=[CH:33][CH:34]=[C:26]([C:25]([F:24])([F:35])[F:36])[CH:27]=3)[CH:11]=[CH:12][CH:13]=2)[N:5]2[N:15]=[C:16]([C:18]3[CH:23]=[CH:22][N:21]=[CH:20][CH:19]=3)[CH:17]=[C:4]2[N:3]=1, predict the reactants needed to synthesize it. The reactants are: [CH3:1][C:2]1[CH:7]=[C:6]([C:8]2[CH:9]=[C:10]([NH2:14])[CH:11]=[CH:12][CH:13]=2)[N:5]2[N:15]=[C:16]([C:18]3[CH:23]=[CH:22][N:21]=[CH:20][CH:19]=3)[CH:17]=[C:4]2[N:3]=1.[F:24][C:25]([F:36])([F:35])[C:26]1[CH:27]=[C:28]([CH:32]=[CH:33][CH:34]=1)[C:29](Cl)=[O:30]. (2) The reactants are: [O:1]=[C:2]1[C:11]2[CH:10]=[C:9]([O:12][CH:13]([CH3:15])[CH3:14])[CH:8]=[C:7](C(O)=O)[C:6]=2[CH2:5][CH2:4][NH:3]1.C1N=CN([C:24]([N:26]2C=NC=C2)=[O:25])C=1.[C:31]([OH:35])([CH3:34])([CH3:33])[CH3:32]. Given the product [C:31]([O:35][C:24](=[O:25])[NH:26][C:7]1[CH:8]=[C:9]([O:12][CH:13]([CH3:14])[CH3:15])[CH:10]=[C:11]2[C:6]=1[CH2:5][CH2:4][NH:3][C:2]2=[O:1])([CH3:34])([CH3:33])[CH3:32], predict the reactants needed to synthesize it. (3) Given the product [F:30][C:31]1[CH:36]=[C:35]([N:44]2[CH2:45][CH2:46][CH:47]([C:50]([O:52][CH2:29][CH3:24])=[O:51])[CH2:48][CH2:49]2)[C:34]([CH3:38])=[CH:33][N:32]=1, predict the reactants needed to synthesize it. The reactants are: C1(P([C:24]2[CH:29]=CC=CC=2)CCCP(C2C=CC=CC=2)C2C=CC=CC=2)C=CC=CC=1.[F:30][C:31]1[CH:36]=[C:35](I)[C:34]([CH3:38])=[CH:33][N:32]=1.C(OC([N:44]1[CH2:49][CH2:48][CH2:47][CH2:46][CH2:45]1)=O)C.[C:50](=O)([O-:52])[O-:51].[Cs+].[Cs+]. (4) Given the product [Cl:1][C:2]1[CH:3]=[CH:4][C:5]([C:8]2[N:9]=[C:10]([C:13]3[CH:18]=[CH:17][C:16]([O:19][C:22](=[O:23])[N:21]([CH3:20])[C:25]4[CH:30]=[CH:29][CH:28]=[CH:27][CH:26]=4)=[CH:15][CH:14]=3)[S:11][CH:12]=2)=[CH:6][CH:7]=1, predict the reactants needed to synthesize it. The reactants are: [Cl:1][C:2]1[CH:7]=[CH:6][C:5]([C:8]2[N:9]=[C:10]([C:13]3[CH:18]=[CH:17][C:16]([OH:19])=[CH:15][CH:14]=3)[S:11][CH:12]=2)=[CH:4][CH:3]=1.[CH3:20][N:21]([C:25]1[CH:30]=[CH:29][CH:28]=[CH:27][CH:26]=1)[C:22](Cl)=[O:23]. (5) Given the product [OH:31][CH2:32][C:33]([CH2:37][OH:38])([CH2:35][OH:36])[NH2:34].[Cl:1][C:2]1[CH:3]=[C:4]([CH2:8][O:9][C:10]2[CH:11]=[CH:12][C:13]([CH3:30])=[C:14]([C:16]([NH:18][C:19]3[CH:24]=[CH:23][C:22]([CH2:25][C:26]([OH:28])=[O:27])=[CH:21][C:20]=3[CH3:29])=[O:17])[CH:15]=2)[CH:5]=[CH:6][CH:7]=1, predict the reactants needed to synthesize it. The reactants are: [Cl:1][C:2]1[CH:3]=[C:4]([CH2:8][O:9][C:10]2[CH:11]=[CH:12][C:13]([CH3:30])=[C:14]([C:16]([NH:18][C:19]3[CH:24]=[CH:23][C:22]([CH2:25][C:26]([OH:28])=[O:27])=[CH:21][C:20]=3[CH3:29])=[O:17])[CH:15]=2)[CH:5]=[CH:6][CH:7]=1.[OH:31][CH2:32][C:33]([CH2:37][OH:38])([CH2:35][OH:36])[NH2:34].